Dataset: Forward reaction prediction with 1.9M reactions from USPTO patents (1976-2016). Task: Predict the product of the given reaction. Given the reactants [CH2:1]([N:8]1[C:17]2[C:12](=[C:13]([Cl:18])[CH:14]=[CH:15][CH:16]=2)[C:11](=[O:19])[C:10]([CH2:20]Cl)=[N:9]1)[C:2]1[CH:7]=[CH:6][CH:5]=[CH:4][CH:3]=1.[BH4-].[Na+], predict the reaction product. The product is: [CH2:1]([N:8]1[C:17]2[C:12](=[C:13]([Cl:18])[CH:14]=[CH:15][CH:16]=2)[C:11](=[O:19])[C:10]([CH3:20])=[N:9]1)[C:2]1[CH:7]=[CH:6][CH:5]=[CH:4][CH:3]=1.